Dataset: Forward reaction prediction with 1.9M reactions from USPTO patents (1976-2016). Task: Predict the product of the given reaction. (1) Given the reactants [Cl:1][C:2]1[N:7]=[CH:6][C:5]([OH:8])=[CH:4][CH:3]=1.C1(P(C2C=CC=CC=2)C2C=CC=CC=2)C=CC=CC=1.[O:28]1[CH2:30][C@H:29]1[CH2:31]O.CCOC(/N=N/C(OCC)=O)=O, predict the reaction product. The product is: [Cl:1][C:2]1[CH:3]=[CH:4][C:5]([O:8][CH2:31][C@@H:29]2[CH2:30][O:28]2)=[CH:6][N:7]=1. (2) Given the reactants [O:1]1[CH2:6][CH2:5][CH2:4][CH2:3][CH:2]1[N:7]1[C:11]([C:12]2[S:13][CH:14]=[C:15]([C:17](O)=[O:18])[N:16]=2)=[CH:10][C:9]([C:20]([F:23])([F:22])[F:21])=[N:8]1.[NH2:24][C:25]1[CH:33]=[C:32]2[C:28]([CH:29]=[N:30][N:31]2[CH2:34][O:35][CH2:36][CH2:37][Si:38]([CH3:41])([CH3:40])[CH3:39])=[CH:27][C:26]=1[C:42]1[CH:43]=[C:44]2[C:48](=[CH:49][CH:50]=1)[CH2:47][N:46]([C:51]([O:53][C:54]([CH3:57])([CH3:56])[CH3:55])=[O:52])[CH2:45]2.CN(C(ON1N=NC2C=CC=NC1=2)=[N+](C)C)C.F[P-](F)(F)(F)(F)F.CCN(C(C)C)C(C)C, predict the reaction product. The product is: [O:1]1[CH2:6][CH2:5][CH2:4][CH2:3][CH:2]1[N:7]1[C:11]([C:12]2[S:13][CH:14]=[C:15]([C:17]([NH:24][C:25]3[CH:33]=[C:32]4[C:28]([CH:29]=[N:30][N:31]4[CH2:34][O:35][CH2:36][CH2:37][Si:38]([CH3:41])([CH3:39])[CH3:40])=[CH:27][C:26]=3[C:42]3[CH:43]=[C:44]4[C:48](=[CH:49][CH:50]=3)[CH2:47][N:46]([C:51]([O:53][C:54]([CH3:57])([CH3:56])[CH3:55])=[O:52])[CH2:45]4)=[O:18])[N:16]=2)=[CH:10][C:9]([C:20]([F:22])([F:21])[F:23])=[N:8]1.